Dataset: hERG potassium channel inhibition data for cardiac toxicity prediction from Karim et al.. Task: Regression/Classification. Given a drug SMILES string, predict its toxicity properties. Task type varies by dataset: regression for continuous values (e.g., LD50, hERG inhibition percentage) or binary classification for toxic/non-toxic outcomes (e.g., AMES mutagenicity, cardiotoxicity, hepatotoxicity). Dataset: herg_karim. (1) The drug is CC(C)(C)CCc1ccc2c(c1)[C@]1(COC(N)=N1)c1cc(-c3cncnc3)ccc1O2. The result is 1 (blocker). (2) The drug is Cc1c([C@@H](O)CN2CCC3(CC2)CC(=O)N(c2ccc(=O)n(C)n2)C3)ccc2c1COC2=O. The result is 0 (non-blocker). (3) The drug is Cc1[nH]c2ccccc2c1CCN1CCc2ccc(/C=C/C(=O)NO)cc2C1. The result is 1 (blocker). (4) The drug is Clc1ccc([C@@H]2CC=CCNC2)cc1Cl. The result is 0 (non-blocker). (5) The compound is C[C@H]1[C@H](/C=C/c2ccc(-c3ccccc3C#N)cn2)[C@@H]2[C@@H](C)OC(=O)[C@]2(CC(N)=O)CC1(F)F. The result is 0 (non-blocker). (6) The molecule is O=C(CNc1nn(CCO)c2ccc(C(F)(F)F)cc12)NC1CN([C@H]2CC[C@@H](c3ccc4c(c3)OCO4)CC2)C1. The result is 1 (blocker). (7) The compound is CN1CCCC(c2c(-c3ccccc3)[nH]c3ccccc23)C1. The result is 1 (blocker).